From a dataset of Catalyst prediction with 721,799 reactions and 888 catalyst types from USPTO. Predict which catalyst facilitates the given reaction. (1) The catalyst class is: 5. Reactant: [OH:1][CH:2]1[C:11]2[C:6](=[CH:7][CH:8]=[CH:9][CH:10]=2)[S:5][C:4]2([CH2:16][CH2:15][N:14]([C:17]([C:19]3[CH:24]=[CH:23][C:22]([O:25][CH:26]([CH3:28])[CH3:27])=[C:21]([O:29][CH3:30])[CH:20]=3)=[O:18])[CH2:13][CH2:12]2)[CH2:3]1.[CH3:31]N(C=O)C.[H-].[Na+].CI. Product: [CH:26]([O:25][C:22]1[CH:23]=[CH:24][C:19]([C:17]([N:14]2[CH2:15][CH2:16][C:4]3([CH2:3][CH:2]([O:1][CH3:31])[C:11]4[C:6](=[CH:7][CH:8]=[CH:9][CH:10]=4)[S:5]3)[CH2:12][CH2:13]2)=[O:18])=[CH:20][C:21]=1[O:29][CH3:30])([CH3:27])[CH3:28]. (2) Reactant: [CH:1]1([N:7]2[C:11]3[CH:12]=[CH:13][C:14]([CH2:16][OH:17])=[CH:15][C:10]=3[N:9]=[C:8]2[NH:18][C:19]2[C:27]3[C:22](=[CH:23][CH:24]=[C:25]([C:28]4[CH:33]=[CH:32][CH:31]=[C:30]([CH2:34][O:35][CH3:36])[CH:29]=4)[CH:26]=3)[N:21](COCC[Si](C)(C)C)[N:20]=2)[CH2:6][CH2:5][CH2:4][CH2:3][CH2:2]1.Cl. Product: [CH:1]1([N:7]2[C:11]3[CH:12]=[CH:13][C:14]([CH2:16][OH:17])=[CH:15][C:10]=3[N:9]=[C:8]2[NH:18][C:19]2[C:27]3[C:22](=[CH:23][CH:24]=[C:25]([C:28]4[CH:33]=[CH:32][CH:31]=[C:30]([CH2:34][O:35][CH3:36])[CH:29]=4)[CH:26]=3)[NH:21][N:20]=2)[CH2:2][CH2:3][CH2:4][CH2:5][CH2:6]1. The catalyst class is: 8.